From a dataset of Full USPTO retrosynthesis dataset with 1.9M reactions from patents (1976-2016). Predict the reactants needed to synthesize the given product. (1) Given the product [CH2:1]([O:2][C:1]([C:4]1[CH:5]=[CH:6][C:7]([CH2:8][C:9]2[CH:14]=[CH:13][CH:12]=[CH:11][C:10]=2[OH:15])=[CH:16][CH:17]=1)=[O:3])[CH:4]([CH3:17])[CH3:5], predict the reactants needed to synthesize it. The reactants are: [C:1]([C:4]1[CH:17]=[CH:16][C:7]([CH2:8][C:9]2[CH:14]=[CH:13][CH:12]=[CH:11][C:10]=2[OH:15])=[CH:6][CH:5]=1)([OH:3])=[O:2].S(=O)(=O)(O)O.O. (2) Given the product [C:1]1([CH:7]([C:22]2[CH:27]=[CH:26][CH:25]=[CH:24][CH:23]=2)[N:8]2[CH2:11][C:10]([NH:14][CH2:15][C:16]3[CH:21]=[CH:20][CH:19]=[CH:18][CH:17]=3)([C:12]([OH:30])=[O:28])[CH2:9]2)[CH:6]=[CH:5][CH:4]=[CH:3][CH:2]=1, predict the reactants needed to synthesize it. The reactants are: [C:1]1([CH:7]([C:22]2[CH:27]=[CH:26][CH:25]=[CH:24][CH:23]=2)[N:8]2[CH2:11][C:10]([NH:14][CH2:15][C:16]3[CH:21]=[CH:20][CH:19]=[CH:18][CH:17]=3)([C:12]#N)[CH2:9]2)[CH:6]=[CH:5][CH:4]=[CH:3][CH:2]=1.[OH-:28].[Na+].[OH2:30].Cl. (3) Given the product [F:6][C:7]1[CH:21]=[CH:20][C:10]([CH2:11][C:12]2[S:13][C:14]([C:24]3[C:23]([Cl:22])=[CH:28][N:27]=[C:26]([S:29][CH3:30])[N:25]=3)=[CH:15][C:16]=2[CH2:17][CH2:18][OH:19])=[CH:9][CH:8]=1, predict the reactants needed to synthesize it. The reactants are: C([Li])CCC.[F:6][C:7]1[CH:21]=[CH:20][C:10]([CH2:11][C:12]2[S:13][CH:14]=[CH:15][C:16]=2[CH2:17][CH2:18][OH:19])=[CH:9][CH:8]=1.[Cl:22][C:23]1[CH:24]=[N:25][C:26]([S:29][CH3:30])=[N:27][CH:28]=1.ClC1C(=O)C(C#N)=C(C#N)C(=O)C=1Cl.[OH-].[Na+].